This data is from Forward reaction prediction with 1.9M reactions from USPTO patents (1976-2016). The task is: Predict the product of the given reaction. (1) Given the reactants [CH3:1][C:2]1([CH3:10])[O:7][CH:6]([CH2:8][OH:9])[CH2:5][O:4][CH2:3]1.[CH3:11][S:12](Cl)(=[O:14])=[O:13].C([O-])(O)=O.[Na+], predict the reaction product. The product is: [CH3:11][S:12]([O:9][CH2:8][CH:6]1[CH2:5][O:4][CH2:3][C:2]([CH3:10])([CH3:1])[O:7]1)(=[O:14])=[O:13]. (2) Given the reactants [CH3:1][O:2][C:3](=[O:45])[NH:4][CH:5]([C:19](=[O:44])[NH:20][CH2:21][CH2:22][CH2:23][CH2:24][CH:25]([N:28]([S:33]([C:36]1[CH:41]=[CH:40][C:39]([NH2:42])=[C:38]([F:43])[CH:37]=1)(=[O:35])=[O:34])[CH2:29][CH:30]([CH3:32])[CH3:31])[CH2:26][OH:27])[CH:6]([C:13]1[CH:18]=[CH:17][CH:16]=[CH:15][CH:14]=1)[C:7]1[CH:12]=[CH:11][CH:10]=[CH:9][CH:8]=1.[CH3:46][CH2:47][O:48][P:49](Cl)([O:51][CH2:52][CH3:53])=[O:50], predict the reaction product. The product is: [CH3:1][O:2][C:3](=[O:45])[NH:4][C@H:5]([C:19](=[O:44])[NH:20][CH2:21][CH2:22][CH2:23][CH2:24][C@H:25]([N:28]([S:33]([C:36]1[CH:41]=[CH:40][C:39]([NH2:42])=[C:38]([F:43])[CH:37]=1)(=[O:34])=[O:35])[CH2:29][CH:30]([CH3:32])[CH3:31])[CH2:26][O:27][P:49]([O:51][CH2:52][CH3:53])([O:48][CH2:47][CH3:46])=[O:50])[CH:6]([C:7]1[CH:8]=[CH:9][CH:10]=[CH:11][CH:12]=1)[C:13]1[CH:18]=[CH:17][CH:16]=[CH:15][CH:14]=1.